From a dataset of Full USPTO retrosynthesis dataset with 1.9M reactions from patents (1976-2016). Predict the reactants needed to synthesize the given product. (1) Given the product [CH2:1]([N:8]1[CH2:25][C@H:26]([O:39][CH:40]([O:42][CH2:43][CH3:44])[CH3:41])[CH2:27][C@H:20]([C:21]([O:23][CH3:24])=[O:22])[C@H:9]1[C:10]([O:12][CH2:13][C:14]1[CH:19]=[CH:18][CH:17]=[CH:16][CH:15]=1)=[O:11])[C:2]1[CH:3]=[CH:4][CH:5]=[CH:6][CH:7]=1, predict the reactants needed to synthesize it. The reactants are: [CH2:1]([N:8]([CH2:25][C@H:26]([O:39][CH:40]([O:42][CH2:43][CH3:44])[CH3:41])[CH2:27]OS(C1C=CC(C)=CC=1)(=O)=O)[C@@H:9]([CH2:20][C:21]([O:23][CH3:24])=[O:22])[C:10]([O:12][CH2:13][C:14]1[CH:19]=[CH:18][CH:17]=[CH:16][CH:15]=1)=[O:11])[C:2]1[CH:7]=[CH:6][CH:5]=[CH:4][CH:3]=1.C1(C)C=CC=CC=1.C[Si](C)(C)[N-][Si](C)(C)C.[Li+]. (2) Given the product [CH3:1][C@H:2]1[CH2:3][CH2:4][C@H:5]([C:8]([N:10]([CH:25]2[CH2:26][CH2:27][N:28]([C:31](=[O:45])[CH2:32][CH2:33][CH2:34][CH2:35][CH2:36][NH:37][C:38]([O:40][C:41]([CH3:42])([CH3:43])[CH3:44])=[O:39])[CH2:29][CH2:30]2)[C:11]2[CH:15]=[C:14]([C:16]#[C:17][CH:18]([CH3:19])[CH3:20])[S:13][C:12]=2[C:21]([OH:23])=[O:22])=[O:9])[CH2:6][CH2:7]1, predict the reactants needed to synthesize it. The reactants are: [CH3:1][C@H:2]1[CH2:7][CH2:6][C@H:5]([C:8]([N:10]([CH:25]2[CH2:30][CH2:29][N:28]([C:31](=[O:45])[CH2:32][CH2:33][CH2:34][CH2:35][CH2:36][NH:37][C:38]([O:40][C:41]([CH3:44])([CH3:43])[CH3:42])=[O:39])[CH2:27][CH2:26]2)[C:11]2[CH:15]=[C:14]([C:16]#[C:17][CH:18]([CH3:20])[CH3:19])[S:13][C:12]=2[C:21]([O:23]C)=[O:22])=[O:9])[CH2:4][CH2:3]1.[OH-].[Li+].CO.